This data is from NCI-60 drug combinations with 297,098 pairs across 59 cell lines. The task is: Regression. Given two drug SMILES strings and cell line genomic features, predict the synergy score measuring deviation from expected non-interaction effect. (1) Drug 1: CC1=C(N=C(N=C1N)C(CC(=O)N)NCC(C(=O)N)N)C(=O)NC(C(C2=CN=CN2)OC3C(C(C(C(O3)CO)O)O)OC4C(C(C(C(O4)CO)O)OC(=O)N)O)C(=O)NC(C)C(C(C)C(=O)NC(C(C)O)C(=O)NCCC5=NC(=CS5)C6=NC(=CS6)C(=O)NCCC[S+](C)C)O. Drug 2: C1=CC=C(C(=C1)C(C2=CC=C(C=C2)Cl)C(Cl)Cl)Cl. Cell line: 786-0. Synergy scores: CSS=-0.205, Synergy_ZIP=10.1, Synergy_Bliss=19.2, Synergy_Loewe=-21.4, Synergy_HSA=-1.04. (2) Drug 1: C1CC(=O)NC(=O)C1N2C(=O)C3=CC=CC=C3C2=O. Drug 2: CC(C)NC(=O)C1=CC=C(C=C1)CNNC.Cl. Cell line: U251. Synergy scores: CSS=1.68, Synergy_ZIP=0.611, Synergy_Bliss=-0.576, Synergy_Loewe=-2.95, Synergy_HSA=-0.508. (3) Drug 1: C1=CN(C=N1)CC(O)(P(=O)(O)O)P(=O)(O)O. Drug 2: CC1CCCC2(C(O2)CC(NC(=O)CC(C(C(=O)C(C1O)C)(C)C)O)C(=CC3=CSC(=N3)C)C)C. Cell line: CAKI-1. Synergy scores: CSS=30.0, Synergy_ZIP=2.13, Synergy_Bliss=2.20, Synergy_Loewe=-9.62, Synergy_HSA=-2.08. (4) Drug 1: CN(CC1=CN=C2C(=N1)C(=NC(=N2)N)N)C3=CC=C(C=C3)C(=O)NC(CCC(=O)O)C(=O)O. Drug 2: CN(CCCl)CCCl.Cl. Cell line: UACC-257. Synergy scores: CSS=47.7, Synergy_ZIP=-3.64, Synergy_Bliss=-4.33, Synergy_Loewe=-10.9, Synergy_HSA=-2.15. (5) Drug 1: CCC(=C(C1=CC=CC=C1)C2=CC=C(C=C2)OCCN(C)C)C3=CC=CC=C3.C(C(=O)O)C(CC(=O)O)(C(=O)O)O. Drug 2: CCC1(C2=C(COC1=O)C(=O)N3CC4=CC5=C(C=CC(=C5CN(C)C)O)N=C4C3=C2)O.Cl. Cell line: 786-0. Synergy scores: CSS=24.6, Synergy_ZIP=0.224, Synergy_Bliss=2.87, Synergy_Loewe=-13.6, Synergy_HSA=2.40. (6) Drug 1: C1=CC(=CC=C1C#N)C(C2=CC=C(C=C2)C#N)N3C=NC=N3. Drug 2: C1=NNC2=C1C(=O)NC=N2. Cell line: SF-539. Synergy scores: CSS=1.25, Synergy_ZIP=0.276, Synergy_Bliss=-2.16, Synergy_Loewe=-1.95, Synergy_HSA=-4.83. (7) Drug 1: CCCS(=O)(=O)NC1=C(C(=C(C=C1)F)C(=O)C2=CNC3=C2C=C(C=N3)C4=CC=C(C=C4)Cl)F. Drug 2: C1C(C(OC1N2C=NC(=NC2=O)N)CO)O. Cell line: OVCAR-5. Synergy scores: CSS=11.4, Synergy_ZIP=1.25, Synergy_Bliss=5.49, Synergy_Loewe=-7.90, Synergy_HSA=0.229. (8) Drug 1: CNC(=O)C1=CC=CC=C1SC2=CC3=C(C=C2)C(=NN3)C=CC4=CC=CC=N4. Drug 2: CCN(CC)CCNC(=O)C1=C(NC(=C1C)C=C2C3=C(C=CC(=C3)F)NC2=O)C. Cell line: RXF 393. Synergy scores: CSS=-1.81, Synergy_ZIP=0.423, Synergy_Bliss=-3.93, Synergy_Loewe=-5.63, Synergy_HSA=-5.21. (9) Drug 1: CS(=O)(=O)CCNCC1=CC=C(O1)C2=CC3=C(C=C2)N=CN=C3NC4=CC(=C(C=C4)OCC5=CC(=CC=C5)F)Cl. Drug 2: C(=O)(N)NO. Cell line: DU-145. Synergy scores: CSS=5.47, Synergy_ZIP=2.00, Synergy_Bliss=5.22, Synergy_Loewe=-0.629, Synergy_HSA=0.0262. (10) Drug 1: CC12CCC3C(C1CCC2OP(=O)(O)O)CCC4=C3C=CC(=C4)OC(=O)N(CCCl)CCCl.[Na+]. Drug 2: N.N.Cl[Pt+2]Cl. Cell line: HL-60(TB). Synergy scores: CSS=59.5, Synergy_ZIP=-1.28, Synergy_Bliss=-1.83, Synergy_Loewe=-2.78, Synergy_HSA=1.23.